Dataset: Forward reaction prediction with 1.9M reactions from USPTO patents (1976-2016). Task: Predict the product of the given reaction. (1) Given the reactants C[O:2][C:3](=[O:12])/[CH:4]=[CH:5]/[C:6]1[S:7][C:8]([Cl:11])=[CH:9][CH:10]=1.O.[OH-].[Li+], predict the reaction product. The product is: [Cl:11][C:8]1[S:7][C:6](/[CH:5]=[CH:4]/[C:3]([OH:12])=[O:2])=[CH:10][CH:9]=1. (2) The product is: [F:17][C:18]1[CH:19]=[CH:20][C:21]([CH2:24][CH2:25][N:26]2[C:30](=[O:31])[C:29]3=[C:12]([OH:14])[C:11]4[C:6]([C:4]([OH:5])=[C:28]3[C:27]2=[O:32])=[N:7][N:8]=[CH:9][CH:10]=4)=[CH:22][CH:23]=1. Given the reactants C(O[C:4]([C:6]1[N:7]=[N:8][CH:9]=[CH:10][C:11]=1[C:12]([O:14]CC)=O)=[O:5])C.[F:17][C:18]1[CH:23]=[CH:22][C:21]([CH2:24][CH2:25][N:26]2[C:30](=[O:31])[CH2:29][CH2:28][C:27]2=[O:32])=[CH:20][CH:19]=1.[H-].[Na+], predict the reaction product. (3) Given the reactants [CH2:1]([O:3][C:4]([C@@H:6]1[CH2:10][C:9](=[O:11])[CH2:8][C@H:7]1[C:12]([N:14]1[CH2:19][CH2:18][O:17][CH2:16][CH2:15]1)=[O:13])=[O:5])[CH3:2].C1N(CCS(O)(=O)=O)CCOC1.O=C[C@@H]([C@H]([C@@H]([C@@H](CO)O)O)O)O.[Cl-].[Mg+2].[Cl-].C1C=[N+]([C@@H]2O[C@H](COP(OP(OC[C@H]3O[C@@H](N4C5N=CN=C(N)C=5N=C4)[C@H](OP(O)(O)=O)[C@@H]3O)(O)=O)(O)=O)[C@@H](O)[C@H]2O)C=C(C(N)=O)C=1.[OH-].[Na+].[Cl-].[Na+], predict the reaction product. The product is: [CH2:1]([O:3][C:4]([C@@H:6]1[CH2:10][C@H:9]([OH:11])[CH2:8][C@H:7]1[C:12]([N:14]1[CH2:15][CH2:16][O:17][CH2:18][CH2:19]1)=[O:13])=[O:5])[CH3:2]. (4) Given the reactants [F:1][C:2]([F:7])([F:6])[C:3]([OH:5])=[O:4].[C:8]1([C:14]2[CH:19]=[C:18]([CH:20]3[CH2:25][CH2:24][NH:23][CH2:22][CH2:21]3)[CH:17]=[CH:16][C:15]=2[NH:26][C:27]([C:29]2[NH:30][CH:31]=[C:32]([C:34]#[N:35])[N:33]=2)=[O:28])[CH2:13][CH2:12][CH2:11][CH2:10][CH:9]=1.[N:36]1[CH:41]=[CH:40][CH:39]=[CH:38][C:37]=1[CH:42]=O.CCN(CC)CC.C(O[BH-](OC(=O)C)OC(=O)C)(=O)C.[Na+], predict the reaction product. The product is: [F:1][C:2]([F:7])([F:6])[C:3]([OH:5])=[O:4].[C:8]1([C:14]2[CH:19]=[C:18]([CH:20]3[CH2:21][CH2:22][N:23]([CH2:42][C:37]4[CH:38]=[CH:39][CH:40]=[CH:41][N:36]=4)[CH2:24][CH2:25]3)[CH:17]=[CH:16][C:15]=2[NH:26][C:27]([C:29]2[NH:30][CH:31]=[C:32]([C:34]#[N:35])[N:33]=2)=[O:28])[CH2:13][CH2:12][CH2:11][CH2:10][CH:9]=1. (5) Given the reactants [CH2:1]([O:3][C:4]([C:6]1[C:7](=[O:30])[C:8]2[C:13]([C:14]=1[C:15]1[CH:20]=[CH:19][CH:18]=[CH:17][CH:16]=1)=[CH:12][CH:11]=[C:10]([O:21][CH2:22][CH2:23][N:24]1[CH2:29][CH2:28][O:27][CH2:26][CH2:25]1)[CH:9]=2)=[O:5])[CH3:2].[C:31]1([Mg]Cl)[CH:36]=[CH:35][CH:34]=[CH:33][CH:32]=1, predict the reaction product. The product is: [CH2:1]([O:3][C:4]([C:6]1[C:7]([OH:30])([C:31]2[CH:36]=[CH:35][CH:34]=[CH:33][CH:32]=2)[C:8]2[C:13]([C:14]=1[C:15]1[CH:20]=[CH:19][CH:18]=[CH:17][CH:16]=1)=[CH:12][CH:11]=[C:10]([O:21][CH2:22][CH2:23][N:24]1[CH2:29][CH2:28][O:27][CH2:26][CH2:25]1)[CH:9]=2)=[O:5])[CH3:2].